Dataset: Reaction yield outcomes from USPTO patents with 853,638 reactions. Task: Predict the reaction yield, written as a fraction of the theoretical maximum amount of product (1.0 means a 100% yield; for example, 0.34 means a 34% yield). (1) The reactants are [CH2:1]([C:5]1[CH:22]=[CH:21][C:8]([NH:9][C:10]2[C:18]([F:19])=[C:17]([F:20])[CH:16]=[CH:15][C:11]=2[C:12]([OH:14])=O)=[C:7]([F:23])[CH:6]=1)[CH2:2][CH2:3][CH3:4].C1N=CN(C(N2C=NC=C2)=O)C=1.[NH2:36][O:37][CH2:38][CH2:39][OH:40]. No catalyst specified. The product is [CH2:1]([C:5]1[CH:22]=[CH:21][C:8]([NH:9][C:10]2[C:18]([F:19])=[C:17]([F:20])[CH:16]=[CH:15][C:11]=2[C:12]([NH:36][O:37][CH2:38][CH2:39][OH:40])=[O:14])=[C:7]([F:23])[CH:6]=1)[CH2:2][CH2:3][CH3:4]. The yield is 0.680. (2) The reactants are [NH2:1][C:2]1[C:10]([Br:11])=[CH:9][CH:8]=[CH:7][C:3]=1[C:4](O)=[O:5].[C:12](N1C=CN=C1)([N:14]1C=CN=C1)=O.CN.C1COCC1. The catalyst is C1COCC1. The product is [NH2:1][C:2]1[C:10]([Br:11])=[CH:9][CH:8]=[CH:7][C:3]=1[C:4]([NH:14][CH3:12])=[O:5]. The yield is 1.00. (3) The reactants are [CH2:1]([N:8]([CH2:37][C:38]1[CH:43]=[CH:42][CH:41]=[CH:40][CH:39]=1)[CH:9]1[CH2:13][CH:12]([C:14]2[N:18]3[C:19]4[CH:25]=[CH:24][N:23](S(C5C=CC(C)=CC=5)(=O)=O)[C:20]=4[N:21]=[CH:22][C:17]3=[N:16][CH:15]=2)[CH:11]([CH3:36])[CH2:10]1)[C:2]1[CH:7]=[CH:6][CH:5]=[CH:4][CH:3]=1.[OH-].[Na+]. The catalyst is O1CCOCC1. The product is [CH2:37]([N:8]([CH2:1][C:2]1[CH:7]=[CH:6][CH:5]=[CH:4][CH:3]=1)[CH:9]1[CH2:10][CH:11]([CH3:36])[CH:12]([C:14]2[N:18]3[C:19]4[CH:25]=[CH:24][NH:23][C:20]=4[N:21]=[CH:22][C:17]3=[N:16][CH:15]=2)[CH2:13]1)[C:38]1[CH:43]=[CH:42][CH:41]=[CH:40][CH:39]=1. The yield is 0.560. (4) The catalyst is C(Cl)Cl. The yield is 0.190. The reactants are [CH2:1]([C@H:8]1[CH2:13][N:12]([CH2:14][C:15]2[CH:20]=[CH:19][CH:18]=[CH:17][CH:16]=2)[C@H:11]([CH3:21])[CH2:10][N:9]1[C:22](OC)=[O:23])[C:2]1[CH:7]=[CH:6][CH:5]=[CH:4][CH:3]=1.P(Cl)(Cl)(Cl)=O.O=P12OP3(OP(OP(O3)(O1)=O)(=O)O2)=O.CCOC(C)=O. The product is [CH2:14]([N:12]1[C@@H:11]([CH3:21])[CH2:10][N:9]2[C:22](=[O:23])[C:3]3[CH:4]=[CH:5][CH:6]=[CH:7][C:2]=3[CH2:1][C@@H:8]2[CH2:13]1)[C:15]1[CH:16]=[CH:17][CH:18]=[CH:19][CH:20]=1. (5) The reactants are [F:1][C:2]([F:17])([F:16])[C:3]1[CH:8]=[CH:7][C:6]([N:9]2[CH2:14][CH2:13][CH:12]([OH:15])[CH2:11][CH2:10]2)=[CH:5][CH:4]=1.[H-].[Na+].Cl[C:21]1[N:22]=[CH:23][C:24]([C:27]([O:29][CH3:30])=[O:28])=[N:25][CH:26]=1. The catalyst is CN(C)C=O. The product is [F:17][C:2]([F:1])([F:16])[C:3]1[CH:4]=[CH:5][C:6]([N:9]2[CH2:14][CH2:13][CH:12]([O:15][C:21]3[N:22]=[CH:23][C:24]([C:27]([O:29][CH3:30])=[O:28])=[N:25][CH:26]=3)[CH2:11][CH2:10]2)=[CH:7][CH:8]=1. The yield is 0.250. (6) The reactants are CC1(C)C(C)(C)OB([C:9]2[CH:27]=[CH:26][C:12]([C:13]([NH:15][C:16]3[CH:21]=[C:20]([C:22]([F:25])([F:24])[F:23])[CH:19]=[CH:18][N:17]=3)=[O:14])=[CH:11][CH:10]=2)O1.[O-]P([O-])([O-])=O.[K+].[K+].[K+].[NH2:37][C:38]1[C:39]2[N:40]([C:44]([C@@H:48]3[CH2:56][CH2:55][C@@H:54]4[N:50]([C:51](=[O:57])[CH2:52][CH2:53]4)[CH2:49]3)=[N:45][C:46]=2Br)[CH:41]=[CH:42][N:43]=1. The catalyst is O1CCOCC1.O.C1C=CC(P(C2C=CC=CC=2)[C-]2C=CC=C2)=CC=1.C1C=CC(P(C2C=CC=CC=2)[C-]2C=CC=C2)=CC=1.Cl[Pd]Cl.[Fe+2]. The product is [NH2:37][C:38]1[C:39]2[N:40]([C:44]([C@@H:48]3[CH2:56][CH2:55][C@@H:54]4[N:50]([C:51](=[O:57])[CH2:52][CH2:53]4)[CH2:49]3)=[N:45][C:46]=2[C:9]2[CH:10]=[CH:11][C:12]([C:13]([NH:15][C:16]3[CH:21]=[C:20]([C:22]([F:23])([F:24])[F:25])[CH:19]=[CH:18][N:17]=3)=[O:14])=[CH:26][CH:27]=2)[CH:41]=[CH:42][N:43]=1. The yield is 0.820.